From a dataset of Catalyst prediction with 721,799 reactions and 888 catalyst types from USPTO. Predict which catalyst facilitates the given reaction. (1) Reactant: [CH2:1]([C@@:3]12[C@@:14]([CH2:16][CH2:17][C:18]3[C:23]([CH2:24][C:25](O)=[O:26])=[C:22]([O:28][CH3:29])[CH:21]=[CH:20][N:19]=3)([OH:15])[CH2:13][CH2:12][C:11]1=[CH:10][C:9]1[N:8]([C:30]3[CH:35]=[CH:34][C:33]([F:36])=[CH:32][CH:31]=3)[N:7]=[CH:6][C:5]=1[CH2:4]2)[CH3:2].[CH3:37][C@@H:38]([NH:47][CH3:48])[C@H:39]([OH:46])[C:40]1[CH:45]=[CH:44][CH:43]=[CH:42][CH:41]=1.CN1CCOCC1.CN(C(ON1N=NC2C=CC=NC1=2)=[N+](C)C)C.F[P-](F)(F)(F)(F)F. Product: [CH2:1]([C@@:3]12[C@@:14]([CH2:16][CH2:17][C:18]3[C:23]([CH2:24][C:25]([N:47]([C@H:38]([CH3:37])[C@H:39]([OH:46])[C:40]4[CH:45]=[CH:44][CH:43]=[CH:42][CH:41]=4)[CH3:48])=[O:26])=[C:22]([O:28][CH3:29])[CH:21]=[CH:20][N:19]=3)([OH:15])[CH2:13][CH2:12][C:11]1=[CH:10][C:9]1[N:8]([C:30]3[CH:31]=[CH:32][C:33]([F:36])=[CH:34][CH:35]=3)[N:7]=[CH:6][C:5]=1[CH2:4]2)[CH3:2]. The catalyst class is: 329. (2) Reactant: [Cl:1][C:2]1[CH:7]=[C:6]([NH2:8])[CH:5]=[C:4]([Cl:9])[C:3]=1[O:10][C:11]1[CH:16]=[CH:15][C:14]([S:17]([CH3:20])(=[O:19])=[O:18])=[CH:13][CH:12]=1.[C:21]([N:23]=[C:24](SC)[S:25][CH3:26])#[N:22]. Product: [C:21](/[N:23]=[C:24](/[S:25][CH3:26])\[NH:8][C:6]1[CH:5]=[C:4]([Cl:9])[C:3]([O:10][C:11]2[CH:12]=[CH:13][C:14]([S:17]([CH3:20])(=[O:19])=[O:18])=[CH:15][CH:16]=2)=[C:2]([Cl:1])[CH:7]=1)#[N:22]. The catalyst class is: 17. (3) Reactant: [CH2:1]([O:8][C:9]1[CH:16]=[CH:15][C:12]([CH:13]=[O:14])=[C:11]([OH:17])[C:10]=1[CH3:18])[C:2]1[CH:7]=[CH:6][CH:5]=[CH:4][CH:3]=1.[CH3:19]OS(OC)(=O)=O.[OH-].[Na+].O1CCOCC1. Product: [CH2:1]([O:8][C:9]1[CH:16]=[CH:15][C:12]([CH:13]=[O:14])=[C:11]([O:17][CH3:19])[C:10]=1[CH3:18])[C:2]1[CH:3]=[CH:4][CH:5]=[CH:6][CH:7]=1. The catalyst class is: 6. (4) Reactant: [C:1]([SiH2:5][O:6][C:7]([CH3:25])([CH3:24])[C:8]1[CH:13]=[CH:12][N:11]=[CH:10][C:9]=1[C:14]1[N:15]([CH3:23])[C:16]2[C:21]([CH:22]=1)=[CH:20][CH:19]=[CH:18][CH:17]=2)([CH3:4])([CH3:3])[CH3:2].ClS([N:30]=[C:31]=O)(=O)=O.CN(C=O)C. Product: [C:1]([SiH2:5][O:6][C:7]([CH3:25])([CH3:24])[C:8]1[CH:13]=[CH:12][N:11]=[CH:10][C:9]=1[C:14]1[N:15]([CH3:23])[C:16]2[C:21]([C:22]=1[C:31]#[N:30])=[CH:20][CH:19]=[CH:18][CH:17]=2)([CH3:4])([CH3:3])[CH3:2]. The catalyst class is: 2. (5) Reactant: [CH3:1][N:2]1[CH:7]2[CH2:8][O:9][CH2:10][CH:3]1[CH2:4][N:5]([C:11]1[CH:12]=[N:13][C:14]([N+:17]([O-])=O)=[CH:15][CH:16]=1)[CH2:6]2.[H][H]. Product: [CH3:1][N:2]1[CH:7]2[CH2:8][O:9][CH2:10][CH:3]1[CH2:4][N:5]([C:11]1[CH:16]=[CH:15][C:14]([NH2:17])=[N:13][CH:12]=1)[CH2:6]2. The catalyst class is: 358. (6) Reactant: [NH2:1][CH2:2][C@:3]1([C:8]2[CH:13]=[CH:12][C:11]([Cl:14])=[C:10]([Cl:15])[CH:9]=2)[CH2:5][C@@H:4]1[CH2:6]O.NO.S(Cl)(Cl)=O.[OH-].[Na+]. Product: [Cl:15][C:10]1[CH:9]=[C:8]([C@@:3]23[CH2:5][C@@H:4]2[CH2:6][NH:1][CH2:2]3)[CH:13]=[CH:12][C:11]=1[Cl:14]. The catalyst class is: 480. (7) Reactant: [CH3:1][C:2]1[N:7]=[C:6]2[S:8][C:9]3[CH2:14][CH2:13][CH2:12][CH2:11][C:10]=3[C:5]2=[C:4]([C:15]2[CH:20]=[CH:19][C:18]([F:21])=[CH:17][CH:16]=2)[C:3]=1[CH2:22][C:23]([O:25][CH3:26])=[O:24].[Li+].C[Si]([N-][Si](C)(C)C)(C)C.[CH2:37]1[CH2:41]OC[CH2:38]1.ICCC. Product: [CH3:1][C:2]1[N:7]=[C:6]2[S:8][C:9]3[CH2:14][CH2:13][CH2:12][CH2:11][C:10]=3[C:5]2=[C:4]([C:15]2[CH:16]=[CH:17][C:18]([F:21])=[CH:19][CH:20]=2)[C:3]=1[CH:22]([CH2:38][CH2:37][CH3:41])[C:23]([O:25][CH3:26])=[O:24]. The catalyst class is: 3.